This data is from Reaction yield outcomes from USPTO patents with 853,638 reactions. The task is: Predict the reaction yield, written as a fraction of the theoretical maximum amount of product (1.0 means a 100% yield; for example, 0.34 means a 34% yield). The reactants are [C:1]([O:5][C:6]([N:8]1[CH2:12][C@H:11]([O:13]CC(=O)C(C)(C)C)[CH2:10][C@@H:9]1[C@H:21]1[O:25][C:24]([CH3:27])([CH3:26])[N:23]([C:28](=[O:30])[CH3:29])[C@H:22]1[CH2:31][C:32]1[CH:37]=[C:36]([F:38])[CH:35]=[C:34]([F:39])[CH:33]=1)=[O:7])([CH3:4])([CH3:3])[CH3:2].C(N(CC)CC)C. The catalyst is CS(C)=O.C(OCC)(=O)C. The product is [C:1]([O:5][C:6]([N:8]1[CH2:12][C:11](=[O:13])[CH2:10][C@@H:9]1[C@H:21]1[O:25][C:24]([CH3:26])([CH3:27])[N:23]([C:28](=[O:30])[CH3:29])[C@H:22]1[CH2:31][C:32]1[CH:33]=[C:34]([F:39])[CH:35]=[C:36]([F:38])[CH:37]=1)=[O:7])([CH3:2])([CH3:3])[CH3:4]. The yield is 0.950.